The task is: Predict the reactants needed to synthesize the given product.. This data is from Full USPTO retrosynthesis dataset with 1.9M reactions from patents (1976-2016). Given the product [F:1][C:2]1[CH:7]=[CH:6][CH:5]=[C:4]([F:8])[C:3]=1[N:9]1[C:14]2[N:15]=[C:16]([NH:32][C:33]3[NH:37][N:36]=[N:35][N:34]=3)[N:17]=[C:18]([C:19]3[CH:24]=[CH:23][C:22]([F:25])=[CH:21][C:20]=3[CH3:26])[C:13]=2[CH:12]=[CH:11][C:10]1=[O:31], predict the reactants needed to synthesize it. The reactants are: [F:1][C:2]1[CH:7]=[CH:6][CH:5]=[C:4]([F:8])[C:3]=1[N:9]1[C:14]2[N:15]=[C:16](S(C)(=O)=O)[N:17]=[C:18]([C:19]3[CH:24]=[CH:23][C:22]([F:25])=[CH:21][C:20]=3[CH3:26])[C:13]=2[CH:12]=[CH:11][C:10]1=[O:31].[NH2:32][C:33]1[NH:37][N:36]=[N:35][N:34]=1.